This data is from Forward reaction prediction with 1.9M reactions from USPTO patents (1976-2016). The task is: Predict the product of the given reaction. (1) Given the reactants [NH2:1][C:2]1[CH:3]=[CH:4][C:5]([CH3:10])=[C:6]([CH:9]=1)[C:7]#[N:8].[N:11]([O-])=O.[Na+].[Cl:15][Sn]Cl, predict the reaction product. The product is: [ClH:15].[NH:1]([C:2]1[CH:3]=[CH:4][C:5]([CH3:10])=[C:6]([CH:9]=1)[C:7]#[N:8])[NH2:11]. (2) Given the reactants [F:1][C:2]([F:45])([F:44])[C:3]1[CH:4]=[C:5]([CH:37]=[C:38]([C:40]([F:43])([F:42])[F:41])[CH:39]=1)[CH2:6][N:7]([C:30]1[N:35]=[CH:34][C:33](Br)=[CH:32][N:31]=1)[CH2:8][C:9]1[C:10]([C:19]2[CH:24]=[C:23]([CH:25]([CH3:27])[CH3:26])[CH:22]=[CH:21][C:20]=2[O:28][CH3:29])=[N:11][C:12]2[C:17]([CH:18]=1)=[CH:16][CH:15]=[CH:14][CH:13]=2.C([O-])(=[O:48])C.[K+].B1(B2OC(C)(C)C(C)(C)O2)OC(C)(C)C(C)(C)O1.O, predict the reaction product. The product is: [F:1][C:2]([F:45])([F:44])[C:3]1[CH:4]=[C:5]([CH:37]=[C:38]([C:40]([F:43])([F:42])[F:41])[CH:39]=1)[CH2:6][N:7]([CH2:8][C:9]1[C:10]([C:19]2[CH:24]=[C:23]([CH:25]([CH3:27])[CH3:26])[CH:22]=[CH:21][C:20]=2[O:28][CH3:29])=[N:11][C:12]2[C:17]([CH:18]=1)=[CH:16][CH:15]=[CH:14][CH:13]=2)[C:30]1[N:35]=[CH:34][C:33]([OH:48])=[CH:32][N:31]=1. (3) Given the reactants [CH3:1][C@H:2]1[CH2:7][O:6][CH2:5][CH2:4][N:3]1[CH2:8][C@H:9]1[CH2:14][N:13]([S:15]([C:18]2[S:19][CH:20]=[CH:21]C=2)(=[O:17])=[O:16])[CH2:12][CH2:11][NH:10]1.C([N:25](CC)CC)C.S1C=CN=C1S(Cl)(=O)=O, predict the reaction product. The product is: [CH3:1][C@H:2]1[CH2:7][O:6][CH2:5][CH2:4][N:3]1[CH2:8][C@H:9]1[CH2:14][N:13]([S:15]([C:18]2[S:19][CH:20]=[CH:21][N:25]=2)(=[O:16])=[O:17])[CH2:12][CH2:11][NH:10]1. (4) The product is: [F:1][C:2]1[CH:7]=[CH:6][C:5]([N:8]2[C:14](=[O:29])[C:12](=[CH:21][C:20]3[CH:23]=[CH:24][C:25]([OH:26])=[C:18]([O:17][CH2:15][CH3:16])[CH:19]=3)[NH:11][C:9]2=[O:10])=[CH:4][CH:3]=1. Given the reactants [F:1][C:2]1[CH:7]=[CH:6][C:5]([N:8]2[CH2:14][C:12](=O)[NH:11][C:9]2=[O:10])=[CH:4][CH:3]=1.[CH2:15]([O:17][C:18]1[CH:19]=[C:20]([CH:23]=[CH:24][C:25]=1[OH:26])[CH:21]=O)[CH3:16].C([O-])(=[O:29])C.[NH4+].O, predict the reaction product. (5) Given the reactants [OH:1][CH2:2][C@@H:3]1[NH:8][CH2:7][CH2:6][N:5]([C:9]([O:11][C:12]([CH3:15])([CH3:14])[CH3:13])=[O:10])[CH2:4]1.C=O.[C:18](O[BH-](OC(=O)C)OC(=O)C)(=O)C.[Na+].C(=O)([O-])[O-].[Na+].[Na+], predict the reaction product. The product is: [OH:1][CH2:2][C@@H:3]1[N:8]([CH3:18])[CH2:7][CH2:6][N:5]([C:9]([O:11][C:12]([CH3:15])([CH3:14])[CH3:13])=[O:10])[CH2:4]1. (6) The product is: [S:32]([OH:36])([OH:35])(=[O:34])=[O:33].[F:1][C:2]1[CH:7]=[CH:6][C:5]([F:8])=[CH:4][C:3]=1[C@H:9]1[CH2:13][CH2:12][CH2:11][N:10]1[C:14]1[CH:19]=[CH:18][N:17]2[N:20]=[CH:21][C:22]([NH:23][C:24]([N:26]3[CH2:29][C:28]([OH:31])([CH3:30])[CH2:27]3)=[O:25])=[C:16]2[N:15]=1. Given the reactants [F:1][C:2]1[CH:7]=[CH:6][C:5]([F:8])=[CH:4][C:3]=1[C@H:9]1[CH2:13][CH2:12][CH2:11][N:10]1[C:14]1[CH:19]=[CH:18][N:17]2[N:20]=[CH:21][C:22]([NH:23][C:24]([N:26]3[CH2:29][C:28]([OH:31])([CH3:30])[CH2:27]3)=[O:25])=[C:16]2[N:15]=1.[S:32](=[O:36])(=[O:35])([OH:34])[OH:33], predict the reaction product. (7) Given the reactants [C:1]([O:4][CH2:5][C:6]1[C:7]([N:21]2[CH2:32][CH2:31][N:30]3[C:23](=[CH:24][C:25]4[CH2:26][C:27]([CH3:34])([CH3:33])[CH2:28][C:29]=43)[C:22]2=[O:35])=[N:8][CH:9]=[CH:10][C:11]=1[C:12]1[CH:17]=[C:16](Br)[C:15](=[O:19])[N:14]([CH3:20])[CH:13]=1)(=[O:3])[CH3:2].[NH2:36][C:37]1[CH:42]=[CH:41][CH:40]=[CH:39][N:38]=1.C(=O)([O-])[O-].[Cs+].[Cs+].CC1(C)C2C(=C(P(C3C=CC=CC=3)C3C=CC=CC=3)C=CC=2)OC2C(P(C3C=CC=CC=3)C3C=CC=CC=3)=CC=CC1=2, predict the reaction product. The product is: [C:1]([O:4][CH2:5][C:6]1[C:7]([N:21]2[CH2:32][CH2:31][N:30]3[C:29]4[CH2:28][C:27]([CH3:34])([CH3:33])[CH2:26][C:25]=4[CH:24]=[C:23]3[C:22]2=[O:35])=[N:8][CH:9]=[CH:10][C:11]=1[C:12]1[CH:17]=[C:16]([NH:36][C:37]2[CH:42]=[CH:41][CH:40]=[CH:39][N:38]=2)[C:15](=[O:19])[N:14]([CH3:20])[CH:13]=1)(=[O:3])[CH3:2]. (8) Given the reactants [N:1]1([CH2:7][CH2:8][C:9]2[N:13]3[CH:14]=[CH:15][CH:16]=[CH:17][C:12]3=[CH:11][N:10]=2)[CH2:6][CH2:5][O:4][CH2:3][CH2:2]1.[F:18][C:19]([F:30])([F:29])[C:20](O[C:20](=[O:21])[C:19]([F:30])([F:29])[F:18])=[O:21].C(=O)([O-])[O-].[K+].[K+], predict the reaction product. The product is: [F:18][C:19]([F:30])([F:29])[C:20]([C:11]1[N:10]=[C:9]([CH2:8][CH2:7][N:1]2[CH2:2][CH2:3][O:4][CH2:5][CH2:6]2)[N:13]2[CH:14]=[CH:15][CH:16]=[CH:17][C:12]=12)=[O:21]. (9) Given the reactants [Cl:1][C:2]1[CH:3]=[C:4]([NH:19][C:20]2[C:21]3[N:28]([CH2:29][CH2:30][NH:31][C:32](=[O:38])[CH2:33][C:34]([OH:37])([CH3:36])[CH3:35])[CH:27]=[CH:26][C:22]=3[N:23]=[CH:24][N:25]=2)[CH:5]=[CH:6][C:7]=1[O:8][C:9]1[CH:14]=[CH:13][CH:12]=[C:11]([C:15]([F:18])([F:17])[F:16])[CH:10]=1.[CH3:39][S:40]([OH:43])(=[O:42])=[O:41], predict the reaction product. The product is: [CH3:39][S:40]([OH:43])(=[O:42])=[O:41].[Cl:1][C:2]1[CH:3]=[C:4]([NH:19][C:20]2[C:21]3[N:28]([CH2:29][CH2:30][NH:31][C:32](=[O:38])[CH2:33][C:34]([OH:37])([CH3:35])[CH3:36])[CH:27]=[CH:26][C:22]=3[N:23]=[CH:24][N:25]=2)[CH:5]=[CH:6][C:7]=1[O:8][C:9]1[CH:14]=[CH:13][CH:12]=[C:11]([C:15]([F:18])([F:17])[F:16])[CH:10]=1.